Dataset: Human liver microsome stability data. Task: Regression/Classification. Given a drug SMILES string, predict its absorption, distribution, metabolism, or excretion properties. Task type varies by dataset: regression for continuous measurements (e.g., permeability, clearance, half-life) or binary classification for categorical outcomes (e.g., BBB penetration, CYP inhibition). Dataset: hlm. (1) The molecule is Fc1ccc(-c2ccc(C3(C(F)(F)F)CC3)cc2)nc1. The result is 0 (unstable in human liver microsomes). (2) The drug is COc1cc(N2CCN(C3CCN(c4cccc5c(C)ccnc45)CC3)CC2)c2ncccc2c1. The result is 1 (stable in human liver microsomes). (3) The molecule is CCN1CCN(Cc2ccc(Nc3ncc(F)c(-c4cc(F)c5nc(C)n(C(C)C)c5c4)n3)nc2)CC1. The result is 0 (unstable in human liver microsomes).